This data is from Catalyst prediction with 721,799 reactions and 888 catalyst types from USPTO. The task is: Predict which catalyst facilitates the given reaction. (1) Reactant: [Br:1][C:2]1[C:7]([F:8])=[CH:6][C:5]([OH:9])=[CH:4][C:3]=1[F:10].Br[CH2:12][CH2:13][O:14][CH3:15].C(=O)([O-])[O-].[K+].[K+]. Product: [Br:1][C:2]1[C:7]([F:8])=[CH:6][C:5]([O:9][CH2:12][CH2:13][O:14][CH3:15])=[CH:4][C:3]=1[F:10]. The catalyst class is: 21. (2) Reactant: [C:1]1([CH2:7][CH2:8][O:9][CH2:10][CH2:11][OH:12])[CH:6]=[CH:5][CH:4]=[CH:3][CH:2]=1.[S:13](Cl)([C:16]1[CH:22]=[CH:21][C:19]([CH3:20])=[CH:18][CH:17]=1)(=[O:15])=[O:14]. Product: [CH3:20][C:19]1[CH:21]=[CH:22][C:16]([S:13]([O:12][CH2:11][CH2:10][O:9][CH2:8][CH2:7][C:1]2[CH:6]=[CH:5][CH:4]=[CH:3][CH:2]=2)(=[O:15])=[O:14])=[CH:17][CH:18]=1. The catalyst class is: 17. (3) Reactant: [NH2:1][C:2]1[CH:10]=[C:9]([Cl:11])[CH:8]=[CH:7][C:3]=1[C:4]([OH:6])=O.N1[CH:16]=[CH:15]N=C1.C(Cl)(=O)C.Cl.[NH2:22][CH:23]1[CH2:28][CH2:27][C:26](=[O:29])[NH:25][C:24]1=[O:30].P(OC1C=CC=CC=1)(OC1C=CC=CC=1)OC1C=CC=CC=1. Product: [Cl:11][C:9]1[CH:10]=[C:2]2[C:3]([C:4](=[O:6])[N:22]([CH:23]3[CH2:28][CH2:27][C:26](=[O:29])[NH:25][C:24]3=[O:30])[C:15]([CH3:16])=[N:1]2)=[CH:7][CH:8]=1. The catalyst class is: 10. (4) Reactant: [Cl:1][C:2]1[CH:3]=[CH:4][C:5]([CH:24]=[O:25])=[C:6]2[C:10]=1[N:9]=[C:8]1[N:11]([C:15]3[C:16]([CH3:23])=[N:17][C:18]([O:21][CH3:22])=[CH:19][CH:20]=3)[CH2:12][CH2:13][CH2:14][N:7]21.C[Si](C)(C)[C:28]([F:31])([F:30])[F:29].[F-].C([N+](CCCC)(CCCC)CCCC)CCC.Cl. Product: [Cl:1][C:2]1[C:10]2[N:9]=[C:8]3[N:11]([C:15]4[C:16]([CH3:23])=[N:17][C:18]([O:21][CH3:22])=[CH:19][CH:20]=4)[CH2:12][CH2:13][CH2:14][N:7]3[C:6]=2[C:5]([CH:24]([OH:25])[C:28]([F:31])([F:30])[F:29])=[CH:4][CH:3]=1. The catalyst class is: 7.